Dataset: Forward reaction prediction with 1.9M reactions from USPTO patents (1976-2016). Task: Predict the product of the given reaction. (1) Given the reactants [I:1][CH2:2][CH2:3][CH:4]1[CH2:9][CH2:8][CH2:7][CH2:6][CH2:5]1.[C:10]1([P:16]([C:23]2[CH:28]=[CH:27][CH:26]=[CH:25][CH:24]=2)[C:17]2[CH:22]=[CH:21][CH:20]=[CH:19][CH:18]=2)[CH:15]=[CH:14][CH:13]=[CH:12][CH:11]=1, predict the reaction product. The product is: [I-:1].[CH:4]1([CH2:3][CH2:2][P+:16]([C:17]2[CH:18]=[CH:19][CH:20]=[CH:21][CH:22]=2)([C:23]2[CH:28]=[CH:27][CH:26]=[CH:25][CH:24]=2)[C:10]2[CH:11]=[CH:12][CH:13]=[CH:14][CH:15]=2)[CH2:9][CH2:8][CH2:7][CH2:6][CH2:5]1. (2) Given the reactants [NH:1]1[C:5]2[CH:6]=[CH:7][CH:8]=[CH:9][C:4]=2[N:3]=[N:2]1.[Cl:10][C:11]1[CH:19]=[CH:18][C:14]([C:15]([NH2:17])=[O:16])=[CH:13][CH:12]=1.[CH:20]1([CH:26]=O)[CH2:25][CH2:24][CH2:23][CH2:22][CH2:21]1.C1(C)C=CC(S(O)(=O)=O)=CC=1, predict the reaction product. The product is: [N:1]1([CH:26]([CH:20]2[CH2:25][CH2:24][CH2:23][CH2:22][CH2:21]2)[NH:17][C:15](=[O:16])[C:14]2[CH:18]=[CH:19][C:11]([Cl:10])=[CH:12][CH:13]=2)[C:5]2[CH:6]=[CH:7][CH:8]=[CH:9][C:4]=2[N:3]=[N:2]1.